Dataset: Catalyst prediction with 721,799 reactions and 888 catalyst types from USPTO. Task: Predict which catalyst facilitates the given reaction. (1) Reactant: [Br:1][C:2]1[C:3]([CH3:12])=[C:4]([CH:8]=[C:9]([F:11])[CH:10]=1)[C:5](O)=[O:6].B.C1COCC1. Product: [Br:1][C:2]1[C:3]([CH3:12])=[C:4]([CH2:5][OH:6])[CH:8]=[C:9]([F:11])[CH:10]=1. The catalyst class is: 1. (2) Product: [C:21]([O:25][C:26](=[O:27])[N:9]([C:4]1[S:5][C:6]([CH:7]=[O:8])=[C:2]([Cl:1])[N:3]=1)[CH2:10][C:11]1[CH:12]=[N:13][C:14]([C:17]([F:20])([F:18])[F:19])=[CH:15][CH:16]=1)([CH3:24])([CH3:23])[CH3:22]. Reactant: [Cl:1][C:2]1[N:3]=[C:4]([NH:9][CH2:10][C:11]2[CH:12]=[N:13][C:14]([C:17]([F:20])([F:19])[F:18])=[CH:15][CH:16]=2)[S:5][C:6]=1[CH:7]=[O:8].[C:21]([O:25][C:26](O[C:26]([O:25][C:21]([CH3:24])([CH3:23])[CH3:22])=[O:27])=[O:27])([CH3:24])([CH3:23])[CH3:22].C(N(CC)C(C)C)(C)C. The catalyst class is: 119. (3) Reactant: [F:1][C:2]([F:31])([C:20]1[C:25]([F:26])=[CH:24][C:23]([C:27]([F:30])([F:29])[F:28])=[CH:22][N:21]=1)[CH2:3][N:4]1[CH2:9][CH2:8][CH:7]([NH:10][C:11]2[C:12]3[CH:19]=[CH:18][NH:17][C:13]=3[N:14]=[CH:15][N:16]=2)[CH2:6][CH2:5]1.[ClH:32]. Product: [ClH:32].[F:31][C:2]([F:1])([C:20]1[C:25]([F:26])=[CH:24][C:23]([C:27]([F:28])([F:29])[F:30])=[CH:22][N:21]=1)[CH2:3][N:4]1[CH2:5][CH2:6][CH:7]([NH:10][C:11]2[C:12]3[CH:19]=[CH:18][NH:17][C:13]=3[N:14]=[CH:15][N:16]=2)[CH2:8][CH2:9]1. The catalyst class is: 5. (4) Reactant: [NH2:1][C:2]1[C:3](Cl)=[CH:4][C:5]([Cl:18])=[C:6]([N:8]2[C:12](=[O:13])[N:11]([CH:14]([F:16])[F:15])[C:10]([CH3:17])=[N:9]2)[CH:7]=1.CCO[C:23]([S-:25])=[S:24].[K+].Cl. Product: [Cl:18][C:5]1[C:6]([N:8]2[C:12](=[O:13])[N:11]([CH:14]([F:16])[F:15])[C:10]([CH3:17])=[N:9]2)=[CH:7][C:2]2[N:1]=[C:23]([SH:25])[S:24][C:3]=2[CH:4]=1. The catalyst class is: 9. (5) Reactant: [Br:1][C:2]1[CH:3]=[C:4]([N+:18]([O-:20])=[O:19])[C:5]([N:8]2[CH2:13][CH2:12][CH:11]([CH2:14][C:15]([OH:17])=O)[CH2:10][CH2:9]2)=[N:6][CH:7]=1.F[B-](F)(F)F.N1(OC(N(C)C)=[N+](C)C)C2C=CC=CC=2N=N1.N1C=CC=CC=1.[CH3:49][N:50]1[CH2:56][CH2:55][CH2:54][NH:53][CH2:52][CH2:51]1. Product: [Br:1][C:2]1[CH:3]=[C:4]([N+:18]([O-:20])=[O:19])[C:5]([N:8]2[CH2:9][CH2:10][CH:11]([CH2:14][C:15]([N:53]3[CH2:54][CH2:55][CH2:56][N:50]([CH3:49])[CH2:51][CH2:52]3)=[O:17])[CH2:12][CH2:13]2)=[N:6][CH:7]=1. The catalyst class is: 35. (6) Reactant: [O:1]1[CH2:6][CH2:5][N:4]([CH2:7][CH2:8][CH2:9][N:10]2[CH2:14][CH2:13][N:12]([CH:15]3[CH2:20][CH2:19][NH:18][CH2:17][CH2:16]3)[C:11]2=[C:21]([C:24]#[N:25])[C:22]#[N:23])[CH2:3][CH2:2]1.C(=O)([O-])[O-].[K+].[K+].Br[CH2:33][CH2:34][F:35].O. Product: [F:35][CH2:34][CH2:33][N:18]1[CH2:19][CH2:20][CH:15]([N:12]2[CH2:13][CH2:14][N:10]([CH2:9][CH2:8][CH2:7][N:4]3[CH2:5][CH2:6][O:1][CH2:2][CH2:3]3)[C:11]2=[C:21]([C:22]#[N:23])[C:24]#[N:25])[CH2:16][CH2:17]1. The catalyst class is: 3.